Dataset: Full USPTO retrosynthesis dataset with 1.9M reactions from patents (1976-2016). Task: Predict the reactants needed to synthesize the given product. (1) Given the product [NH2:12][C:8]1[C:9]([CH3:11])=[CH:10][C:5]([CH:4]([CH:1]2[CH2:3][CH2:2]2)[OH:18])=[CH:6][C:7]=1[CH3:17], predict the reactants needed to synthesize it. The reactants are: [CH:1]1([CH:4]([OH:18])[C:5]2[CH:10]=[C:9]([CH3:11])[C:8]([N:12]=CN(C)C)=[C:7]([CH3:17])[CH:6]=2)[CH2:3][CH2:2]1.[OH-].[Li+].C(CN)O. (2) Given the product [NH2:17][C:11]1[N:10]=[C:9]([NH2:18])[C:8]2[C:13](=[CH:14][CH:15]=[CH:16][C:7]=2[N:1]2[CH2:6][CH2:5][N:4]([C:22]([C:21]3[CH:25]=[CH:26][C:27]([Cl:29])=[CH:28][C:20]=3[Cl:19])=[O:23])[CH2:3][CH2:2]2)[N:12]=1, predict the reactants needed to synthesize it. The reactants are: [N:1]1([C:7]2[CH:16]=[CH:15][CH:14]=[C:13]3[C:8]=2[C:9]([NH2:18])=[N:10][C:11]([NH2:17])=[N:12]3)[CH2:6][CH2:5][NH:4][CH2:3][CH2:2]1.[Cl:19][C:20]1[CH:28]=[C:27]([Cl:29])[CH:26]=[CH:25][C:21]=1[C:22](Cl)=[O:23]. (3) Given the product [Cl:1][C:2]1[C:22](=[O:23])[C:21](=[O:26])[C:5]2[C:6]([C:9](=[O:10])[C:11]3[CH:16]=[CH:15][C:14]([O:17][CH3:18])=[C:13]([O:19][CH3:20])[CH:12]=3)=[CH:7][O:8][C:4]=2[C:3]=1[Cl:24], predict the reactants needed to synthesize it. The reactants are: [Cl:1][C:2]1[C:22]([OH:23])=[CH:21][C:5]2[C:6]([C:9]([C:11]3[CH:16]=[CH:15][C:14]([O:17][CH3:18])=[C:13]([O:19][CH3:20])[CH:12]=3)=[O:10])=[CH:7][O:8][C:4]=2[C:3]=1[Cl:24].[N+]([O-])(O)=[O:26].O.C(Cl)(Cl)Cl.CO. (4) The reactants are: C(OC(=O)[NH:7][CH2:8][CH:9]1[CH2:13][CH2:12][N:11]([C:14](=[O:29])[CH2:15][CH:16]([C:23]2[CH:28]=[CH:27][CH:26]=[CH:25][CH:24]=2)[C:17]2[CH:22]=[CH:21][CH:20]=[CH:19][CH:18]=2)[CH2:10]1)(C)(C)C.C(O)(C(F)(F)F)=O. Given the product [NH2:7][CH2:8][CH:9]1[CH2:13][CH2:12][N:11]([C:14](=[O:29])[CH2:15][CH:16]([C:17]2[CH:18]=[CH:19][CH:20]=[CH:21][CH:22]=2)[C:23]2[CH:24]=[CH:25][CH:26]=[CH:27][CH:28]=2)[CH2:10]1, predict the reactants needed to synthesize it.